Dataset: Catalyst prediction with 721,799 reactions and 888 catalyst types from USPTO. Task: Predict which catalyst facilitates the given reaction. Reactant: [NH:1]1[CH2:6][CH2:5][S:4][CH2:3][CH2:2]1.[CH3:7][O:8][C:9]1[CH:10]=[C:11]([CH:14]=[C:15]([O:17][CH3:18])[CH:16]=1)[CH2:12]Cl. Product: [CH3:18][O:17][C:15]1[CH:14]=[C:11]([CH2:12][N:1]2[CH2:6][CH2:5][S:4][CH2:3][CH2:2]2)[CH:10]=[C:9]([O:8][CH3:7])[CH:16]=1. The catalyst class is: 1.